From a dataset of Catalyst prediction with 721,799 reactions and 888 catalyst types from USPTO. Predict which catalyst facilitates the given reaction. (1) Reactant: [F:1][C:2]1[CH:7]=[CH:6][C:5]([CH:8]([CH:10]2[CH2:15][CH2:14][N:13]([CH3:16])[CH2:12][CH2:11]2)[OH:9])=[CH:4][CH:3]=1.S(Cl)(Cl)=O.[OH-].[Na+]. Product: [F:1][C:2]1[CH:7]=[CH:6][C:5]([C:8]([CH:10]2[CH2:15][CH2:14][N:13]([CH3:16])[CH2:12][CH2:11]2)=[O:9])=[CH:4][CH:3]=1. The catalyst class is: 11. (2) Reactant: [Br:1][C:2]1[CH:7]=[CH:6][C:5]([C:8]2[C:17]([C:18]3[CH:23]=[CH:22][C:21]([Br:24])=[CH:20][CH:19]=3)=[N:16][C:15]3[C:10](=[CH:11][CH:12]=[CH:13][C:14]=3[N+:25]([O-])=O)[N:9]=2)=[CH:4][CH:3]=1. Product: [Br:1][C:2]1[CH:3]=[CH:4][C:5]([C:8]2[C:17]([C:18]3[CH:23]=[CH:22][C:21]([Br:24])=[CH:20][CH:19]=3)=[N:16][C:15]3[C:10](=[CH:11][CH:12]=[CH:13][C:14]=3[NH2:25])[N:9]=2)=[CH:6][CH:7]=1. The catalyst class is: 12.